Predict which catalyst facilitates the given reaction. From a dataset of Catalyst prediction with 721,799 reactions and 888 catalyst types from USPTO. (1) Reactant: C(NC(C)C)(C)C.[Li]CCCC.[CH3:13][N:14]1[C:20](=[O:21])[CH2:19][CH2:18][CH2:17][C:16]2[N:22]=[CH:23][CH:24]=[CH:25][C:15]1=2.CC(C1C=C(C(C)C)C(S([N:41]=[N+:42]=[N-:43])(=O)=O)=C(C(C)C)C=1)C.C(O)(=O)C. Product: [N:41]([CH:19]1[C:20](=[O:21])[N:14]([CH3:13])[C:15]2[CH:25]=[CH:24][CH:23]=[N:22][C:16]=2[CH2:17][CH2:18]1)=[N+:42]=[N-:43]. The catalyst class is: 1. (2) Reactant: CS(O[CH2:6][C:7]1([CH3:18])[CH2:11][C:10]2[CH:12]=[C:13]([Br:17])[CH:14]=[C:15]([Cl:16])[C:9]=2[O:8]1)(=O)=O.[N-:19]=[N+:20]=[N-:21].[Na+].C([O-])([O-])=O.[K+].[K+].O. Product: [N:19]([CH2:6][C:7]1([CH3:18])[CH2:11][C:10]2[CH:12]=[C:13]([Br:17])[CH:14]=[C:15]([Cl:16])[C:9]=2[O:8]1)=[N+:20]=[N-:21]. The catalyst class is: 3.